Dataset: Full USPTO retrosynthesis dataset with 1.9M reactions from patents (1976-2016). Task: Predict the reactants needed to synthesize the given product. (1) Given the product [CH3:25][C@@H:26]([CH2:30][CH:31]=[CH2:32])[C:27]([O:1][C@H:2]([C:19]1[CH:20]=[CH:21][CH:22]=[CH:23][CH:24]=1)[CH2:3][NH:4][C:5]([C@@H:7]([CH2:16][CH:17]=[CH2:18])[CH2:8][C:9]([O:11][C:12]([CH3:15])([CH3:14])[CH3:13])=[O:10])=[O:6])=[O:28], predict the reactants needed to synthesize it. The reactants are: [OH:1][C@H:2]([C:19]1[CH:24]=[CH:23][CH:22]=[CH:21][CH:20]=1)[CH2:3][NH:4][C:5]([C@@H:7]([CH2:16][CH:17]=[CH2:18])[CH2:8][C:9]([O:11][C:12]([CH3:15])([CH3:14])[CH3:13])=[O:10])=[O:6].[CH3:25][C@@H:26]([CH2:30][CH:31]=[CH2:32])[C:27](O)=[O:28]. (2) Given the product [F:1][C:2]1[C:3]2[CH2:16][CH2:15][CH2:14][CH2:13][C:12](=[O:17])[C:4]=2[CH:5]=[C:6]2[C:10]=1[N:9]([CH3:11])[CH:8]=[CH:7]2, predict the reactants needed to synthesize it. The reactants are: [F:1][C:2]1[C:3]2[CH:16]=[CH:15][CH2:14][CH2:13][C:12](=[O:17])[C:4]=2[CH:5]=[C:6]2[C:10]=1[N:9]([CH3:11])[CH:8]=[CH:7]2. (3) Given the product [CH:27]1([C:30]([NH:1][C:2]2[S:3][C:4]3[C:9]([N:10]=2)=[CH:8][CH:7]=[C:6]([O:11][C:12]2[CH:13]=[CH:14][C:15]([F:26])=[C:16]([NH:18][C:19](=[O:25])[O:20][C:21]([CH3:22])([CH3:23])[CH3:24])[CH:17]=2)[N:5]=3)=[O:31])[CH2:29][CH2:28]1, predict the reactants needed to synthesize it. The reactants are: [NH2:1][C:2]1[S:3][C:4]2[C:9]([N:10]=1)=[CH:8][CH:7]=[C:6]([O:11][C:12]1[CH:13]=[CH:14][C:15]([F:26])=[C:16]([NH:18][C:19](=[O:25])[O:20][C:21]([CH3:24])([CH3:23])[CH3:22])[CH:17]=1)[N:5]=2.[CH:27]1([C:30](Cl)=[O:31])[CH2:29][CH2:28]1.O. (4) Given the product [OH:28][CH2:27][C@H:23]1[CH2:24][CH2:25][CH2:26][N:22]1[C:2]1[C:3]([C:16]2[CH:21]=[CH:20][CH:19]=[CH:18][CH:17]=2)=[N:4][C:5]2[C:10]([N:11]=1)=[CH:9][C:8]([C:12]([O:14][CH3:15])=[O:13])=[CH:7][CH:6]=2, predict the reactants needed to synthesize it. The reactants are: Cl[C:2]1[C:3]([C:16]2[CH:21]=[CH:20][CH:19]=[CH:18][CH:17]=2)=[N:4][C:5]2[C:10]([N:11]=1)=[CH:9][C:8]([C:12]([O:14][CH3:15])=[O:13])=[CH:7][CH:6]=2.[NH:22]1[CH2:26][CH2:25][CH2:24][C@@H:23]1[CH2:27][OH:28].C(=O)([O-])[O-].[K+].[K+]. (5) Given the product [CH3:19][O:20][C:21]1[CH:29]=[CH:28][C:24]([C:25]([N:7]2[CH2:8][CH:4]3[CH:5]([CH2:1][N:2]([C:9]4[CH:18]=[N:17][C:16]5[C:11](=[CH:12][CH:13]=[CH:14][CH:15]=5)[N:10]=4)[CH2:3]3)[CH2:6]2)=[O:26])=[C:23]([CH3:30])[CH:22]=1, predict the reactants needed to synthesize it. The reactants are: [CH2:1]1[CH:5]2[CH2:6][NH:7][CH2:8][CH:4]2[CH2:3][N:2]1[C:9]1[CH:18]=[N:17][C:16]2[C:11](=[CH:12][CH:13]=[CH:14][CH:15]=2)[N:10]=1.[CH3:19][O:20][C:21]1[CH:29]=[CH:28][C:24]([C:25](O)=[O:26])=[C:23]([CH3:30])[CH:22]=1. (6) Given the product [CH2:18]([N:20]1[C:28]2[C:23](=[CH:24][C:25]([C:29]3[NH:17][C:16]4[N:15]([N:14]=[CH:13][C:12]=4[C:10]4[O:11][C:7]([C:1]5[CH:2]=[CH:3][CH:4]=[CH:5][CH:6]=5)=[CH:8][N:9]=4)[C:31](=[O:32])[CH:30]=3)=[CH:26][CH:27]=2)[CH:22]=[N:21]1)[CH3:19], predict the reactants needed to synthesize it. The reactants are: [C:1]1([C:7]2[O:11][C:10]([C:12]3[CH:13]=[N:14][NH:15][C:16]=3[NH2:17])=[N:9][CH:8]=2)[CH:6]=[CH:5][CH:4]=[CH:3][CH:2]=1.[CH2:18]([N:20]1[C:28]2[C:23](=[CH:24][C:25]([C:29](=O)[CH2:30][C:31](OCC)=[O:32])=[CH:26][CH:27]=2)[CH:22]=[N:21]1)[CH3:19].CC1C=CC(S(O)(=O)=O)=CC=1.